Predict which catalyst facilitates the given reaction. From a dataset of Catalyst prediction with 721,799 reactions and 888 catalyst types from USPTO. (1) Reactant: [CH:1]1([C@@H:6]([C:20]2[CH:25]=[CH:24][C:23]([CH3:26])=[CH:22][CH:21]=2)[C:7]([O:9][C@@H]2C[C@H](C)CC[C@H]2C(C)C)=[O:8])[CH2:5][CH2:4][CH2:3][CH2:2]1. Product: [CH:1]1([C@@H:6]([C:20]2[CH:25]=[CH:24][C:23]([CH3:26])=[CH:22][CH:21]=2)[C:7]([OH:9])=[O:8])[CH2:5][CH2:4][CH2:3][CH2:2]1. The catalyst class is: 55. (2) Reactant: Cl[C:2]([O:4][CH2:5][C:6]1[CH:11]=[CH:10][CH:9]=[CH:8][CH:7]=1)=[O:3].[CH3:12][O:13][C:14](=[O:31])[CH:15]([NH:18][CH2:19][CH:20]1[CH2:23][CH2:22][N:21]1[C:24]([O:26][C:27]([CH3:30])([CH3:29])[CH3:28])=[O:25])[CH2:16][CH3:17].C(N(CC)CC)C. Product: [CH2:5]([O:4][C:2]([N:18]([CH2:19][CH:20]1[CH2:23][CH2:22][N:21]1[C:24]([O:26][C:27]([CH3:28])([CH3:30])[CH3:29])=[O:25])[CH:15]([CH2:16][CH3:17])[C:14]([O:13][CH3:12])=[O:31])=[O:3])[C:6]1[CH:11]=[CH:10][CH:9]=[CH:8][CH:7]=1. The catalyst class is: 247. (3) Reactant: C([NH:8][C:9]1[S:10][C:11]([Cl:20])=[CH:12][C:13]=1[C:14]1[CH:19]=[CH:18][CH:17]=[CH:16][CH:15]=1)(OC(C)(C)C)=O.FC(F)(F)C(O)=O. Product: [NH2:8][C:9]1[S:10][C:11]([Cl:20])=[CH:12][C:13]=1[C:14]1[CH:19]=[CH:18][CH:17]=[CH:16][CH:15]=1. The catalyst class is: 139. (4) Reactant: [F:1][C:2]1[CH:3]=[C:4]([N:20]2[CH2:24][C@H:23]([CH2:25][NH:26]C(=O)OC(C)(C)C)[O:22][C:21]2=[O:34])[CH:5]=[CH:6][C:7]=1[C:8]1[S:9][C:10]([CH2:13][C:14]2[CH:19]=[CH:18][CH:17]=[CH:16][N:15]=2)=[N:11][N:12]=1.C(O)(C(F)(F)F)=O. Product: [NH2:26][CH2:25][C@@H:23]1[O:22][C:21](=[O:34])[N:20]([C:4]2[CH:5]=[CH:6][C:7]([C:8]3[S:9][C:10]([CH2:13][C:14]4[CH:19]=[CH:18][CH:17]=[CH:16][N:15]=4)=[N:11][N:12]=3)=[C:2]([F:1])[CH:3]=2)[CH2:24]1. The catalyst class is: 4. (5) Reactant: Cl[C:2]1[CH:7]=[CH:6][C:5]([C:8]([F:11])([F:10])[F:9])=[CH:4][N:3]=1.[NH2:12][CH:13]1[CH2:18][CH2:17][N:16]([CH2:19][C:20]2[CH:25]=[CH:24][CH:23]=[CH:22][CH:21]=2)[CH2:15][CH2:14]1. The catalyst class is: 4. Product: [CH2:19]([N:16]1[CH2:17][CH2:18][CH:13]([NH:12][C:2]2[CH:7]=[CH:6][C:5]([C:8]([F:11])([F:10])[F:9])=[CH:4][N:3]=2)[CH2:14][CH2:15]1)[C:20]1[CH:21]=[CH:22][CH:23]=[CH:24][CH:25]=1. (6) Reactant: [CH3:1][C:2]1([CH3:13])[NH:11][C:10](=[O:12])[C:5]2([CH2:9][CH2:8][CH2:7][CH2:6]2)[NH:4][CH2:3]1.[CH2:14](Br)[C:15]1[CH:20]=[CH:19][CH:18]=[CH:17][CH:16]=1.CCN(C(C)C)C(C)C. Product: [CH2:14]([N:4]1[CH2:3][C:2]([CH3:13])([CH3:1])[NH:11][C:10](=[O:12])[C:5]21[CH2:9][CH2:8][CH2:7][CH2:6]2)[C:15]1[CH:20]=[CH:19][CH:18]=[CH:17][CH:16]=1. The catalyst class is: 3. (7) Reactant: [CH3:1][CH:2]([C:4]1[N:9]=[C:8]([N:10]([S:12]([CH3:15])(=[O:14])=[O:13])[CH3:11])[N:7]=[C:6]([C:16]2[CH:17]=[CH:18][C:19]([F:22])=[CH:20][CH:21]=2)[C:5]=1/[CH:23]=[CH:24]/[C@@H:25]([OH:33])[CH2:26][C@@H:27]([OH:32])[CH2:28][C:29]([OH:31])=[O:30])[CH3:3].C([NH-])CCC.O.C(N)CCC. Product: [CH3:3][CH:2]([C:4]1[N:9]=[C:8]([N:10]([S:12]([CH3:15])(=[O:13])=[O:14])[CH3:11])[N:7]=[C:6]([C:16]2[CH:21]=[CH:20][C:19]([F:22])=[CH:18][CH:17]=2)[C:5]=1/[CH:23]=[CH:24]/[C@@H:25]([OH:33])[CH2:26][C@@H:27]([OH:32])[CH2:28][C:29]([OH:31])=[O:30])[CH3:1]. The catalyst class is: 41. (8) Reactant: [OH:1][C:2]1[CH:6]=[C:5]([CH2:7][CH2:8][C:9]([O:11][CH2:12][CH3:13])=[O:10])[N:4]([C:14]2[CH:19]=[CH:18][CH:17]=[CH:16][CH:15]=2)[N:3]=1.Cl[CH2:21][C:22]1[CH:41]=[CH:40][C:25]([O:26][CH2:27][C:28]2[N:29]=[C:30]([C:34]3[CH:39]=[CH:38][CH:37]=[CH:36][CH:35]=3)[O:31][C:32]=2[CH3:33])=[CH:24][CH:23]=1.C(=O)([O-])[O-].[K+].[K+].CN(C)C=O. Product: [CH3:33][C:32]1[O:31][C:30]([C:34]2[CH:35]=[CH:36][CH:37]=[CH:38][CH:39]=2)=[N:29][C:28]=1[CH2:27][O:26][C:25]1[CH:24]=[CH:23][C:22]([CH2:21][O:1][C:2]2[CH:6]=[C:5]([CH2:7][CH2:8][C:9]([O:11][CH2:12][CH3:13])=[O:10])[N:4]([C:14]3[CH:15]=[CH:16][CH:17]=[CH:18][CH:19]=3)[N:3]=2)=[CH:41][CH:40]=1. The catalyst class is: 6. (9) Reactant: Br[CH2:2][C:3]1[CH:8]=[C:7]([Cl:9])[CH:6]=[CH:5][C:4]=1[N+:10]([O-:12])=[O:11].[CH3:13][C:14]1[CH:15]=[C:16]([C:19]([O:21][CH2:22][CH3:23])=[O:20])[NH:17][CH:18]=1.[OH-].[Na+]. Product: [Cl:9][C:7]1[CH:6]=[CH:5][C:4]([N+:10]([O-:12])=[O:11])=[C:3]([CH:8]=1)[CH2:2][N:17]1[CH:18]=[C:14]([CH3:13])[CH:15]=[C:16]1[C:19]([O:21][CH2:22][CH3:23])=[O:20]. The catalyst class is: 2.